This data is from Reaction yield outcomes from USPTO patents with 853,638 reactions. The task is: Predict the reaction yield, written as a fraction of the theoretical maximum amount of product (1.0 means a 100% yield; for example, 0.34 means a 34% yield). (1) The reactants are [Cl:1][C:2]1[CH:11]=[CH:10][C:9]2[NH:8]C(=O)[N:6]3[N:13]=[C:14]([CH3:16])[N:15]=[C:5]3[C:4]=2[CH:3]=1.BrC1C=CC2NC(=O)N3N=CN=C3C=2C=1. No catalyst specified. The product is [Cl:1][C:2]1[CH:11]=[CH:10][C:9]([NH2:8])=[C:4]([C:5]2[NH:6][N:13]=[C:14]([CH3:16])[N:15]=2)[CH:3]=1. The yield is 0.760. (2) The product is [F:1][C:2]1[CH:3]=[C:4]([C@:15]([NH:23][C:40](=[O:42])[CH2:39][C:38](=[O:41])[CH3:37])([C:24]2[CH:29]=[CH:28][C:27]([F:30])=[CH:26][CH:25]=2)[CH2:16][C:17]2[CH:22]=[CH:21][CH:20]=[CH:19][CH:18]=2)[CH:5]=[C:6]([O:8][C:9]([F:14])([F:13])[CH:10]([F:12])[F:11])[CH:7]=1. The reactants are [F:1][C:2]1[CH:3]=[C:4]([C@@:15]([C:24]2[CH:29]=[CH:28][C:27]([F:30])=[CH:26][CH:25]=2)([NH2:23])[CH2:16][C:17]2[CH:22]=[CH:21][CH:20]=[CH:19][CH:18]=2)[CH:5]=[C:6]([O:8][C:9]([F:14])([F:13])[CH:10]([F:12])[F:11])[CH:7]=1.N1C=CC=CC=1.[CH2:37]=[C:38]1[O:41][C:40](=[O:42])[CH2:39]1. The catalyst is C(Cl)Cl. The yield is 0.580. (3) The reactants are [H-].[Al+3].[Li+].[H-].[H-].[H-].C[O:8][C:9](=O)[C:10]1[CH:15]=[C:14]([C:16]([CH3:19])([CH3:18])[CH3:17])[CH:13]=[CH:12][C:11]=1[O:20][CH3:21].O. The catalyst is C(OCC)C. The product is [C:16]([C:14]1[CH:13]=[CH:12][C:11]([O:20][CH3:21])=[C:10]([CH2:9][OH:8])[CH:15]=1)([CH3:19])([CH3:17])[CH3:18]. The yield is 0.960. (4) The yield is 0.810. The reactants are [Cl:1][C:2]1[CH:7]=[C:6]([NH2:8])[CH:5]=[CH:4][C:3]=1[C:9]1[CH:14]=[CH:13][C:12]([S:15]([CH3:18])(=[O:17])=[O:16])=[CH:11][CH:10]=1.[C:19](N1C=CN=C1)(N1C=CN=C1)=[S:20]. The catalyst is ClCCl. The product is [Cl:1][C:2]1[CH:7]=[C:6]([N:8]=[C:19]=[S:20])[CH:5]=[CH:4][C:3]=1[C:9]1[CH:10]=[CH:11][C:12]([S:15]([CH3:18])(=[O:17])=[O:16])=[CH:13][CH:14]=1. (5) The reactants are C(Br)C.[Mg].[CH3:5][C:6]([OH:10])([C:8]#[CH:9])[CH3:7].[CH3:11][CH:12]([CH2:16]/[CH:17]=[CH:18]\[CH2:19][CH2:20][CH3:21])[CH2:13][CH2:14][OH:15]. The catalyst is O1CCCC1. The product is [CH3:5][C:6]([OH:10])([C:8]#[C:9][CH:14]([OH:15])[CH2:13][CH:12]([CH3:11])[CH2:16]/[CH:17]=[CH:18]\[CH2:19][CH2:20][CH3:21])[CH3:7]. The yield is 0.770. (6) The reactants are [Mg].Br[CH2:3][CH:4]([CH3:6])[CH3:5].Br[C:8]1[CH:14]=[CH:13][CH:12]=[CH:11][C:9]=1[NH2:10].O.[Na+].[Na+].[Na+].C(N(CC([O-])=O)CC(O)=O)CN(CC([O-])=O)CC([O-])=O. The catalyst is O1CCCC1.[Cl-].[Zn+2].[Cl-].C([O-])(=O)C.[Pd+2].C([O-])(=O)C.C1(P(C2CCCCC2)C2C=CC=CC=2C2C(N(C)C)=CC=CC=2N(C)C)CCCCC1.O. The product is [CH2:3]([C:8]1[CH:14]=[CH:13][CH:12]=[CH:11][C:9]=1[NH2:10])[CH:4]([CH3:6])[CH3:5]. The yield is 0.740.